Dataset: Full USPTO retrosynthesis dataset with 1.9M reactions from patents (1976-2016). Task: Predict the reactants needed to synthesize the given product. (1) Given the product [CH3:1][NH:2][C:3](=[O:4])[C:5]1[CH:13]=[CH:12][C:8]([C:9]([N:64]2[CH2:63][C:62]3[CH:68]=[C:58]([C:50]4[CH:49]=[N:48][C:57]5[C:52]([CH:51]=4)=[CH:53][CH:54]=[CH:55][CH:56]=5)[CH:59]=[CH:60][C:61]=3[O:67][CH2:66][CH2:65]2)=[O:10])=[CH:7][CH:6]=1, predict the reactants needed to synthesize it. The reactants are: [CH3:1][NH:2][C:3]([C:5]1[CH:13]=[CH:12][C:8]([C:9](O)=[O:10])=[CH:7][CH:6]=1)=[O:4].CCN(C(C)C)C(C)C.CN(C(ON1N=NC2C=CC=NC1=2)=[N+](C)C)C.F[P-](F)(F)(F)(F)F.Cl.[N:48]1[C:57]2[C:52](=[CH:53][CH:54]=[CH:55][CH:56]=2)[CH:51]=[C:50]([C:58]2[CH:59]=[CH:60][C:61]3[O:67][CH2:66][CH2:65][N:64]=[CH:63][C:62]=3[CH:68]=2)[CH:49]=1. (2) Given the product [Cl:1][C:2]1[CH:7]=[CH:6][CH:5]=[C:4]([Cl:8])[C:3]=1[CH2:9][S:10]([C:13]1[CH:14]=[C:15]2[C:19](=[CH:20][CH:21]=1)[NH:18][C:17](=[O:22])/[C:16]/2=[CH:23]\[C:24]1[NH:28][C:27]([CH3:29])=[C:26]([C:30]([N:61]2[CH2:66][CH2:65][CH:64]([N:67]3[CH2:72][CH2:71][O:70][CH2:69][CH2:68]3)[CH2:63][CH2:62]2)=[O:31])[C:25]=1[CH3:33])(=[O:11])=[O:12], predict the reactants needed to synthesize it. The reactants are: [Cl:1][C:2]1[CH:7]=[CH:6][CH:5]=[C:4]([Cl:8])[C:3]=1[CH2:9][S:10]([C:13]1[CH:14]=[C:15]2[C:19](=[CH:20][CH:21]=1)[NH:18][C:17](=[O:22])/[C:16]/2=[CH:23]\[C:24]1[NH:28][C:27]([CH3:29])=[C:26]([C:30](O)=[O:31])[C:25]=1[CH3:33])(=[O:12])=[O:11].F[P-](F)(F)(F)(F)F.N1(O[P+](N(C)C)(N(C)C)N(C)C)C2C=CC=CC=2N=N1.[NH:61]1[CH2:66][CH2:65][CH:64]([N:67]2[CH2:72][CH2:71][O:70][CH2:69][CH2:68]2)[CH2:63][CH2:62]1.[Li+].[Cl-]. (3) The reactants are: [CH2:1]([C:5]1[N:6]([CH2:19][CH2:20][CH2:21][CH2:22][S:23][C:24]2[CH:29]=[CH:28][CH:27]=[CH:26][CH:25]=2)[C:7]2[C:16]3[CH:15]=[CH:14][CH:13]=[CH:12][C:11]=3[N:10]=[C:9](Cl)[C:8]=2[N:18]=1)[CH2:2][CH2:3][CH3:4].C(C1[N:35](CCCCSC2C=CC=CC=2)C2C3C=CC=CC=3N=C(SC3C=CC=CC=3)C=2N=1)CCC.N.C. Given the product [CH2:1]([C:5]1[N:6]([CH2:19][CH2:20][CH2:21][CH2:22][S:23][C:24]2[CH:29]=[CH:28][CH:27]=[CH:26][CH:25]=2)[C:7]2[C:16]3[CH:15]=[CH:14][CH:13]=[CH:12][C:11]=3[N:10]=[C:9]([NH2:35])[C:8]=2[N:18]=1)[CH2:2][CH2:3][CH3:4], predict the reactants needed to synthesize it. (4) The reactants are: [C:1]([O:5][C:6](=[O:25])[N:7]([CH2:9][CH2:10][O:11][C:12]1[CH:17]=[C:16](Cl)[N:15]=[C:14]([N:19]2[CH2:24][CH2:23][O:22][CH2:21][CH2:20]2)[N:13]=1)[CH3:8])([CH3:4])([CH3:3])[CH3:2].[NH2:26][NH2:27]. Given the product [C:1]([O:5][C:6](=[O:25])[N:7]([CH2:9][CH2:10][O:11][C:12]1[CH:17]=[C:16]([NH:26][NH2:27])[N:15]=[C:14]([N:19]2[CH2:24][CH2:23][O:22][CH2:21][CH2:20]2)[N:13]=1)[CH3:8])([CH3:4])([CH3:3])[CH3:2], predict the reactants needed to synthesize it. (5) Given the product [C:29]([O:33][C:34](=[O:45])[NH:35][C@@H:36]1[CH2:41][CH2:40][C@@H:39]([CH2:42][CH:43]=[CH:14][C:15]2[C:24]3[C:19](=[CH:20][CH:21]=[C:22]([O:26][CH3:27])[C:23]=3[F:25])[N:18]=[CH:17][C:16]=2[Cl:28])[O:38][CH2:37]1)([CH3:32])([CH3:31])[CH3:30], predict the reactants needed to synthesize it. The reactants are: C([Li])CCC.C(OP([CH2:14][C:15]1[C:24]2[C:19](=[CH:20][CH:21]=[C:22]([O:26][CH3:27])[C:23]=2[F:25])[N:18]=[CH:17][C:16]=1[Cl:28])(=O)OCC)C.[C:29]([O:33][C:34](=[O:45])[NH:35][C@@H:36]1[CH2:41][CH2:40][C@@H:39]([CH2:42][CH:43]=O)[O:38][CH2:37]1)([CH3:32])([CH3:31])[CH3:30].CCCCCC. (6) Given the product [Cl:14][C:12]1[C:11]([C:15]([F:18])([F:17])[F:16])=[CH:10][C:9]2[NH:19][C:20](=[O:36])[CH2:21][C:22]([C:23]3[CH:28]=[CH:27][CH:26]=[C:25]([C:29]4[CH:34]=[N:33][CH:32]=[CH:31][N:30]=4)[CH:24]=3)=[N:7][C:8]=2[CH:13]=1, predict the reactants needed to synthesize it. The reactants are: C(OC(=O)[NH:7][C:8]1[CH:13]=[C:12]([Cl:14])[C:11]([C:15]([F:18])([F:17])[F:16])=[CH:10][C:9]=1[NH:19][C:20](=[O:36])[CH2:21][C:22](=O)[C:23]1[CH:28]=[CH:27][CH:26]=[C:25]([C:29]2[CH:34]=[N:33][CH:32]=[CH:31][N:30]=2)[CH:24]=1)(C)(C)C.C(O)(C(F)(F)F)=O.